This data is from Full USPTO retrosynthesis dataset with 1.9M reactions from patents (1976-2016). The task is: Predict the reactants needed to synthesize the given product. (1) Given the product [N:15]1[CH:16]=[CH:17][CH:18]=[CH:19][C:14]=1[NH:13][C@H:20]1[CH2:24][CH2:23][N:22]([C:25]2[CH:37]=[CH:36][C:28]([C:29]([O:31][C:32]([CH3:33])([CH3:34])[CH3:35])=[O:30])=[CH:27][CH:26]=2)[CH2:21]1, predict the reactants needed to synthesize it. The reactants are: [N+](C1C=CC(S([N:13]([C@H:20]2[CH2:24][CH2:23][N:22]([C:25]3[CH:37]=[CH:36][C:28]([C:29]([O:31][C:32]([CH3:35])([CH3:34])[CH3:33])=[O:30])=[CH:27][CH:26]=3)[CH2:21]2)[C:14]2[CH:19]=[CH:18][CH:17]=[CH:16][N:15]=2)(=O)=O)=CC=1)([O-])=O.[OH-].[Li+].C(O)(=O)CS. (2) The reactants are: [CH3:1][O:2][C:3]1[N:8]=[CH:7][C:6]([NH2:9])=[C:5]([C:10]2[C:11]([F:16])=[N:12][CH:13]=[CH:14][CH:15]=2)[CH:4]=1.Br.[N:18]1([CH2:24][C:25]2[CH:30]=[CH:29][C:28](B(O)O)=[CH:27][CH:26]=2)[CH2:23][CH2:22][CH2:21][CH2:20][CH2:19]1. Given the product [CH3:1][O:2][C:3]1[N:8]=[CH:7][C:6]([NH2:9])=[C:5]([C:10]2[C:11]([F:16])=[N:12][CH:13]=[C:14]([C:28]3[CH:27]=[CH:26][C:25]([CH2:24][N:18]4[CH2:23][CH2:22][CH2:21][CH2:20][CH2:19]4)=[CH:30][CH:29]=3)[CH:15]=2)[CH:4]=1, predict the reactants needed to synthesize it.